From a dataset of Reaction yield outcomes from USPTO patents with 853,638 reactions. Predict the reaction yield, written as a fraction of the theoretical maximum amount of product (1.0 means a 100% yield; for example, 0.34 means a 34% yield). (1) The reactants are [C:1](/[C:3](=[C:7]1/[S:8]/[C:9](=[CH:15]\[C:16]2[CH:17]=[N:18][CH:19]=[CH:20][CH:21]=2)/[C:10](=[O:14])[N:11]/1[CH2:12][CH3:13])/[C:4]([OH:6])=O)#[N:2].CN(C(ON1N=NC2C=CC=NC1=2)=[N+](C)C)C.F[P-](F)(F)(F)(F)F.[F:46][C:47]([F:51])([F:50])[CH2:48][NH2:49].C(OCC)(=O)C. The catalyst is CN(C)C=O. The product is [C:1](/[C:3](=[C:7]1/[S:8]/[C:9](=[CH:15]\[C:16]2[CH:17]=[N:18][CH:19]=[CH:20][CH:21]=2)/[C:10](=[O:14])[N:11]/1[CH2:12][CH3:13])/[C:4]([NH:49][CH2:48][C:47]([F:51])([F:50])[F:46])=[O:6])#[N:2]. The yield is 0.690. (2) The reactants are FC(F)(F)C1C=C(NC(=O)NC2C=CC(C3SC(CCC(O)=O)=NC=3)=CC=2)C=CC=1.[F:31][C:32]([F:66])([F:65])[C:33]1[CH:34]=[C:35]([NH:39][C:40](=[O:64])[NH:41][C:42]2[CH:47]=[CH:46][C:45]([C:48]3[CH:52]=[CH:51][N:50]([CH:53]4[CH2:58][CH2:57][CH:56]([C:59]([O:61]CC)=[O:60])[CH2:55][CH2:54]4)[N:49]=3)=[CH:44][CH:43]=2)[CH:36]=[CH:37][CH:38]=1. No catalyst specified. The product is [F:66][C:32]([F:31])([F:65])[C:33]1[CH:34]=[C:35]([NH:39][C:40](=[O:64])[NH:41][C:42]2[CH:47]=[CH:46][C:45]([C:48]3[CH:52]=[CH:51][N:50]([CH:53]4[CH2:54][CH2:55][CH:56]([C:59]([OH:61])=[O:60])[CH2:57][CH2:58]4)[N:49]=3)=[CH:44][CH:43]=2)[CH:36]=[CH:37][CH:38]=1. The yield is 0.900. (3) The reactants are [C:1]1([CH2:7][N:8]2[C:17](=O)[C:16](=O)[N:15]3[C@H:10]([CH2:11][O:12][CH2:13][CH2:14]3)[CH2:9]2)[CH:6]=[CH:5][CH:4]=[CH:3][CH:2]=1.[H-].[H-].[H-].[H-].[Li+].[Al+3]. The catalyst is C1COCC1. The product is [C:1]1([CH2:7][N:8]2[CH2:17][CH2:16][N:15]3[C@H:10]([CH2:11][O:12][CH2:13][CH2:14]3)[CH2:9]2)[CH:2]=[CH:3][CH:4]=[CH:5][CH:6]=1. The yield is 0.980. (4) The reactants are Br[C:2]1[C:3]([C:31]#[N:32])=[CH:4][CH:5]=[C:6]2[C:14]=1[NH:13][C:12]1[C:11]([CH3:16])([CH3:15])[C:10]3[CH:17]=[C:18]([O:21][CH2:22][C@H:23]4[CH2:27][O:26][C:25]([CH3:29])([CH3:28])[O:24]4)[CH:19]=[CH:20][C:9]=3[C:8](=[O:30])[C:7]2=1.[NH:33]1[CH:37]=CN=C1.[OH2:38]. The catalyst is C(N)=O.C([O-])(=O)C.[Pd+2].C([O-])(=O)C.C1(P(C2C=CC=CC=2)[C-]2C=CC=C2)C=CC=CC=1.[C-]1(P(C2C=CC=CC=2)C2C=CC=CC=2)C=CC=C1.[Fe+2]. The product is [C:31]([C:3]1[C:2]([C:37]([NH2:33])=[O:38])=[C:14]2[C:6]([C:7]3[C:8](=[O:30])[C:9]4[CH:20]=[CH:19][C:18]([O:21][CH2:22][C@H:23]5[CH2:27][O:26][C:25]([CH3:28])([CH3:29])[O:24]5)=[CH:17][C:10]=4[C:11]([CH3:16])([CH3:15])[C:12]=3[NH:13]2)=[CH:5][CH:4]=1)#[N:32]. The yield is 0.270.